From a dataset of Forward reaction prediction with 1.9M reactions from USPTO patents (1976-2016). Predict the product of the given reaction. Given the reactants Cl.C(N=C=NCCCN(C)C)C.[Cl:13][C:14]1[CH:22]=[CH:21][C:17]([C:18]([OH:20])=O)=[C:16]([OH:23])[CH:15]=1.Cl.[CH3:25][NH:26][O:27][CH3:28].ON1C2C=CC=CC=2N=N1, predict the reaction product. The product is: [Cl:13][C:14]1[CH:22]=[CH:21][C:17]([C:18]([N:26]([O:27][CH3:28])[CH3:25])=[O:20])=[C:16]([OH:23])[CH:15]=1.